This data is from Forward reaction prediction with 1.9M reactions from USPTO patents (1976-2016). The task is: Predict the product of the given reaction. Given the reactants [NH2:1][C:2]1[N:3]([C:16]2[C:17]([CH3:27])=[C:18]([CH:24]=[CH:25][CH:26]=2)[O:19][CH2:20][C:21](O)=[O:22])[N:4]=[C:5]2[C:14]3[CH:13]=[CH:12][CH:11]=[CH:10][C:9]=3[NH:8][C:7](=[O:15])[C:6]=12.[CH3:28][S:29]([NH2:32])(=[O:31])=[O:30], predict the reaction product. The product is: [NH2:1][C:2]1[N:3]([C:16]2[C:17]([CH3:27])=[C:18]([CH:24]=[CH:25][CH:26]=2)[O:19][CH2:20][C:21]([NH:32][S:29]([CH3:28])(=[O:31])=[O:30])=[O:22])[N:4]=[C:5]2[C:14]3[CH:13]=[CH:12][CH:11]=[CH:10][C:9]=3[NH:8][C:7](=[O:15])[C:6]=12.